Dataset: Forward reaction prediction with 1.9M reactions from USPTO patents (1976-2016). Task: Predict the product of the given reaction. (1) Given the reactants C[O:2][C:3]1[CH:30]=[CH:29][C:6]([CH2:7][CH:8]2[CH2:13][CH2:12][N:11]([C:14](=[O:28])[C:15]([NH:17][C:18]3[CH:27]=[CH:26][C:21]4[NH:22][C:23](=[O:25])[O:24][C:20]=4[CH:19]=3)=[O:16])[CH2:10][CH2:9]2)=[CH:5][CH:4]=1, predict the reaction product. The product is: [OH:2][C:3]1[CH:30]=[CH:29][C:6]([CH2:7][CH:8]2[CH2:13][CH2:12][N:11]([C:14](=[O:28])[C:15]([NH:17][C:18]3[CH:27]=[CH:26][C:21]4[NH:22][C:23](=[O:25])[O:24][C:20]=4[CH:19]=3)=[O:16])[CH2:10][CH2:9]2)=[CH:5][CH:4]=1. (2) Given the reactants Br[C:2]1[CH:7]=[CH:6][C:5]([C:8]([C:19]2[CH:24]=[CH:23][CH:22]=[CH:21][CH:20]=2)=[CH:9][C:10]2[CH:15]=[CH:14][C:13]([N+:16]([O-:18])=[O:17])=[CH:12][CH:11]=2)=[CH:4][CH:3]=1.[B:25]1([B:25]2[O:29][C:28]([CH3:31])([CH3:30])[C:27]([CH3:33])([CH3:32])[O:26]2)[O:29][C:28]([CH3:31])([CH3:30])[C:27]([CH3:33])([CH3:32])[O:26]1.C([O-])(=O)C.[K+], predict the reaction product. The product is: [CH3:32][C:27]1([CH3:33])[C:28]([CH3:31])([CH3:30])[O:29][B:25]([C:2]2[CH:7]=[CH:6][C:5]([C:8]([C:19]3[CH:24]=[CH:23][CH:22]=[CH:21][CH:20]=3)=[CH:9][C:10]3[CH:15]=[CH:14][C:13]([N+:16]([O-:18])=[O:17])=[CH:12][CH:11]=3)=[CH:4][CH:3]=2)[O:26]1. (3) Given the reactants [CH3:1][C:2]([O:5][C:6]([N:8]1[CH2:13][CH2:12][CH:11]([OH:14])[CH:10]([N:15]=[N+]=[N-])[CH2:9]1)=[O:7])([CH3:4])[CH3:3], predict the reaction product. The product is: [CH3:4][C:2]([O:5][C:6]([N:8]1[CH2:13][CH2:12][CH:11]([OH:14])[CH:10]([NH2:15])[CH2:9]1)=[O:7])([CH3:1])[CH3:3]. (4) The product is: [CH3:44][O:45][C:46]1[C:47]2[N:60]=[C:59]([NH:61][C:1]([C:2]3[CH:10]=[CH:9][C:8]4[O:7][CH2:6][O:5][C:4]=4[CH:3]=3)=[O:12])[S:58][C:48]=2[C:49]([N:52]2[CH2:53][CH2:54][O:55][CH2:56][CH2:57]2)=[N:50][CH:51]=1. Given the reactants [C:1]([OH:12])(=O)[C:2]1[CH:10]=[CH:9][C:8]2[O:7][CH2:6][O:5][C:4]=2[CH:3]=1.CN(C(ON1N=NC2C=CC=NC1=2)=[N+](C)C)C.F[P-](F)(F)(F)(F)F.CN1CCOCC1.[CH3:44][O:45][C:46]1[C:47]2[N:60]=[C:59]([NH2:61])[S:58][C:48]=2[C:49]([N:52]2[CH2:57][CH2:56][O:55][CH2:54][CH2:53]2)=[N:50][CH:51]=1, predict the reaction product. (5) Given the reactants [C:1]1([N:7]2[C:11]3[CH:12]=[CH:13][CH:14]=[CH:15][C:10]=3[N:9]=[C:8]2[C:16]2[CH:21]=[CH:20][C:19](B3OC(C)(C)C(C)(C)O3)=[CH:18][CH:17]=2)[CH:6]=[CH:5][CH:4]=[CH:3][CH:2]=1.[Si:31]([O:38][C:39]1[CH:40]=[CH:41][C:42](I)=[C:43]2[C:48]=1[N:47]=[CH:46][CH:45]=[CH:44]2)([C:34]([CH3:37])([CH3:36])[CH3:35])([CH3:33])[CH3:32].C1(C)C=CC=CC=1.C1(C)C=CC=CC=1P(C1C=CC=CC=1C)C1C=CC=CC=1C, predict the reaction product. The product is: [Si:31]([O:38][C:39]1[CH:40]=[CH:41][C:42]([C:19]2[CH:18]=[CH:17][C:16]([C:8]3[N:7]([C:11]4[CH:10]=[CH:15][CH:14]=[CH:13][CH:12]=4)[C:1]4[CH:6]=[CH:5][CH:4]=[CH:3][C:2]=4[N:9]=3)=[CH:21][CH:20]=2)=[C:43]2[C:48]=1[N:47]=[CH:46][CH:45]=[CH:44]2)([C:34]([CH3:37])([CH3:36])[CH3:35])([CH3:33])[CH3:32]. (6) The product is: [Cl:29][C:26]1[CH:27]=[CH:28][C:23]([N:21]([OH:22])[C:19](=[O:20])[NH:18][C:15]2[CH:14]=[CH:13][C:12]([N:8]3[C:9]4[C:5](=[CH:4][C:3]([NH:2][C:36](=[O:37])[N:35]([CH3:39])[CH3:34])=[CH:11][CH:10]=4)[CH:6]=[CH:7]3)=[CH:17][CH:16]=2)=[CH:24][C:25]=1[C:30]([F:33])([F:32])[F:31]. Given the reactants Cl.[NH2:2][C:3]1[CH:4]=[C:5]2[C:9](=[CH:10][CH:11]=1)[N:8]([C:12]1[CH:17]=[CH:16][C:15]([NH:18][C:19]([N:21]([C:23]3[CH:28]=[CH:27][C:26]([Cl:29])=[C:25]([C:30]([F:33])([F:32])[F:31])[CH:24]=3)[OH:22])=[O:20])=[CH:14][CH:13]=1)[CH:7]=[CH:6]2.[CH3:34][N:35]([CH3:39])[C:36](Cl)=[O:37], predict the reaction product.